From a dataset of CYP2C19 inhibition data for predicting drug metabolism from PubChem BioAssay. Regression/Classification. Given a drug SMILES string, predict its absorption, distribution, metabolism, or excretion properties. Task type varies by dataset: regression for continuous measurements (e.g., permeability, clearance, half-life) or binary classification for categorical outcomes (e.g., BBB penetration, CYP inhibition). Dataset: cyp2c19_veith. (1) The molecule is O=C(N/N=C1/C[C@@H](O)[C@@H](O)[C@H]2[C@H]1CC[C@H]1C(=O)N(c3ccc(F)cc3F)C(=O)[C@H]21)OCc1ccccc1. The result is 0 (non-inhibitor). (2) The molecule is Cc1cc2nc(SCCOC(=O)Nc3ccc(Cl)cc3)nc(C)c2cc1C. The result is 1 (inhibitor). (3) The molecule is S=c1[nH]nc(SCc2ccccc2Cl)c2[nH]cnc12. The result is 0 (non-inhibitor). (4) The molecule is Cc1ccccc1-c1ccc2ncnc(N3CCN(C)CC3)c2c1. The result is 0 (non-inhibitor). (5) The molecule is CS(=O)(=O)N1CCC2(CCCN(Cc3cc(C(F)(F)F)cc(C(F)(F)F)c3)C2)CC1. The result is 1 (inhibitor). (6) The result is 0 (non-inhibitor). The compound is CCN1C[C@]2(COC)[C@@H](O)C[C@@H](OC)[C@]34[C@H]5C[C@]6(O)[C@@H](OC)[C@@H](O)[C@](OC(C)=O)([C@H]5[C@@H]6OC(=O)c5ccccc5)[C@@H]([C@H](OC)[C@H]23)[C@@H]14.